Predict the product of the given reaction. From a dataset of Forward reaction prediction with 1.9M reactions from USPTO patents (1976-2016). (1) Given the reactants I[C:2]1[CH:3]=[CH:4][C:5]2[N:9]=[C:8]([O:10][CH2:11][CH2:12][O:13][CH3:14])[N:7]([C:15]3[CH:20]=[CH:19][N:18]=[C:17]([NH2:21])[N:16]=3)[C:6]=2[CH:22]=1.N1CCCCC1.[N:29]1[CH:34]=[CH:33][CH:32]=[N:31][C:30]=1[C:35]([OH:39])([C:37]#[CH:38])[CH3:36], predict the reaction product. The product is: [NH2:21][C:17]1[N:16]=[C:15]([N:7]2[C:6]3[CH:22]=[C:2]([C:38]#[C:37][C:35]([C:30]4[N:29]=[CH:34][CH:33]=[CH:32][N:31]=4)([OH:39])[CH3:36])[CH:3]=[CH:4][C:5]=3[N:9]=[C:8]2[O:10][CH2:11][CH2:12][O:13][CH3:14])[CH:20]=[CH:19][N:18]=1. (2) Given the reactants [F:1][C:2]1[CH:14]=[CH:13][C:5]([CH2:6][N:7]2[CH:11]=[C:10]([NH2:12])[CH:9]=[N:8]2)=[CH:4][CH:3]=1.[Cl:15][C:16]1[CH:32]=[CH:31][C:30]([F:33])=[CH:29][C:17]=1[O:18][CH2:19][C:20]1[CH:25]=[CH:24][N:23]=[C:22]([C:26](O)=[O:27])[CH:21]=1, predict the reaction product. The product is: [Cl:15][C:16]1[CH:32]=[CH:31][C:30]([F:33])=[CH:29][C:17]=1[O:18][CH2:19][C:20]1[CH:25]=[CH:24][N:23]=[C:22]([C:26]([NH:12][C:10]2[CH:9]=[N:8][N:7]([CH2:6][C:5]3[CH:13]=[CH:14][C:2]([F:1])=[CH:3][CH:4]=3)[CH:11]=2)=[O:27])[CH:21]=1. (3) Given the reactants [CH3:1][S:2][C:3]1[N:4]=[CH:5][C:6]2[C:15](=[O:16])[N:14]([C:17]3[CH:18]=[C:19]([CH:24]=[CH:25][CH:26]=3)[C:20]([NH:22][NH2:23])=[O:21])[CH2:13][C@H:12]3[N:8]([CH2:9][CH2:10][CH2:11]3)[C:7]=2[N:27]=1.[OH-].[K+].C(O)C.[C:33](=S)=[S:34], predict the reaction product. The product is: [SH:34][C:33]1[O:21][C:20]([C:19]2[CH:18]=[C:17]([N:14]3[CH2:13][C@H:12]4[N:8]([CH2:9][CH2:10][CH2:11]4)[C:7]4[N:27]=[C:3]([S:2][CH3:1])[N:4]=[CH:5][C:6]=4[C:15]3=[O:16])[CH:26]=[CH:25][CH:24]=2)=[N:22][N:23]=1. (4) Given the reactants [Se](=O)=O.[Br:4][C:5]1[CH:6]=[CH:7][CH:8]=[C:9]2[C:14]=1[N:13]=[CH:12][CH:11]=[C:10]2[CH3:15].[OH-:16].[Na+], predict the reaction product. The product is: [Br:4][C:5]1[CH:6]=[CH:7][CH:8]=[C:9]2[C:14]=1[N:13]=[CH:12][CH:11]=[C:10]2[CH:15]=[O:16]. (5) Given the reactants O1CCCCC1[O:7][CH:8]1[CH2:11][CH:10]([CH2:12][O:13][C:14]([C@@:16]23[CH2:25][N:24]([S:26]([C:29]4[CH:30]=[N:31][C:32]([N:35]5[CH2:40][CH2:39][O:38][CH2:37][CH2:36]5)=[CH:33][CH:34]=4)(=[O:28])=[O:27])[CH2:23][CH2:22][C:21]2=[CH:20][C:19]2[N:41]([C:44]4[CH:49]=[CH:48][C:47]([F:50])=[CH:46][CH:45]=4)[N:42]=[CH:43][C:18]=2[CH2:17]3)=[O:15])[CH2:9]1.Cl, predict the reaction product. The product is: [OH:7][CH:8]1[CH2:11][CH:10]([CH2:12][O:13][C:14]([C@@:16]23[CH2:25][N:24]([S:26]([C:29]4[CH:30]=[N:31][C:32]([N:35]5[CH2:36][CH2:37][O:38][CH2:39][CH2:40]5)=[CH:33][CH:34]=4)(=[O:27])=[O:28])[CH2:23][CH2:22][C:21]2=[CH:20][C:19]2[N:41]([C:44]4[CH:49]=[CH:48][C:47]([F:50])=[CH:46][CH:45]=4)[N:42]=[CH:43][C:18]=2[CH2:17]3)=[O:15])[CH2:9]1. (6) Given the reactants [Cl:1][C:2]1[CH:11]=[C:10]2[C:5]([C:6]([C:28]3[CH:29]=[CH:30][CH:31]=[C:32]([CH:34]=[CH:35][C:36]([O:38][CH2:39][CH3:40])=[O:37])[CH:33]=3)=[C:7]([CH2:13][C:14]([NH:16][C:17]3[CH:22]=[CH:21][C:20]([F:23])=[CH:19][C:18]=3[C:24]([F:27])([F:26])[F:25])=[O:15])[C:8](=[O:12])[O:9]2)=[CH:4][C:3]=1[CH3:41], predict the reaction product. The product is: [Cl:1][C:2]1[CH:11]=[C:10]2[C:5]([C:6]([C:28]3[CH:29]=[CH:30][CH:31]=[C:32]([CH2:34][CH2:35][C:36]([O:38][CH2:39][CH3:40])=[O:37])[CH:33]=3)=[C:7]([CH2:13][C:14]([NH:16][C:17]3[CH:22]=[CH:21][C:20]([F:23])=[CH:19][C:18]=3[C:24]([F:25])([F:27])[F:26])=[O:15])[C:8](=[O:12])[O:9]2)=[CH:4][C:3]=1[CH3:41].